From a dataset of Forward reaction prediction with 1.9M reactions from USPTO patents (1976-2016). Predict the product of the given reaction. Given the reactants [NH2:1][C:2]1[CH:3]=[C:4]([C:8]2[C:9]3[C:16]([C:17]([O:19][CH2:20][CH3:21])=[O:18])=[CH:15][NH:14][C:10]=3[N:11]=[CH:12][N:13]=2)[CH:5]=[CH:6][CH:7]=1.[CH3:22][N:23]([CH3:31])[CH2:24]/[CH:25]=[C:26](\[CH3:30])/[C:27]([O-])=[O:28].[Li+].CCCP1(OP(CCC)(=O)OP(CCC)(=O)O1)=O, predict the reaction product. The product is: [CH3:22][N:23]([CH3:31])[CH2:24]/[CH:25]=[C:26](\[CH3:30])/[C:27]([NH:1][C:2]1[CH:3]=[C:4]([C:8]2[C:9]3[C:16]([C:17]([O:19][CH2:20][CH3:21])=[O:18])=[CH:15][NH:14][C:10]=3[N:11]=[CH:12][N:13]=2)[CH:5]=[CH:6][CH:7]=1)=[O:28].